From a dataset of Forward reaction prediction with 1.9M reactions from USPTO patents (1976-2016). Predict the product of the given reaction. (1) Given the reactants [Cl-].[OH:2][NH3+:3].O.[OH-].[Na+].[CH:7]([C@H:9]1[CH2:13][N:12]([C:14]([O:16][C:17]([CH3:20])([CH3:19])[CH3:18])=[O:15])[CH2:11][C@@H:10]1[C:21]([O:23][C:24]([CH3:27])([CH3:26])[CH3:25])=[O:22])=O, predict the reaction product. The product is: [OH:2][N:3]=[CH:7][C@H:9]1[CH2:13][N:12]([C:14]([O:16][C:17]([CH3:20])([CH3:19])[CH3:18])=[O:15])[CH2:11][C@@H:10]1[C:21]([O:23][C:24]([CH3:27])([CH3:26])[CH3:25])=[O:22]. (2) Given the reactants [Br:1]Br.[NH2:3][C:4]1[N:13]=[CH:12][CH:11]=[CH:10][C:5]=1[C:6]([O:8][CH3:9])=[O:7], predict the reaction product. The product is: [NH2:3][C:4]1[N:13]=[CH:12][C:11]([Br:1])=[CH:10][C:5]=1[C:6]([O:8][CH3:9])=[O:7]. (3) Given the reactants [H-].[Na+].[Br:3][C:4]1[S:8][C:7]([C:9]([C:11]2[S:12][C:13]([Br:16])=[CH:14][CH:15]=2)=O)=[CH:6][CH:5]=1.[C:17]1([CH3:23])C=CC=CC=1.[C:29]([OH:31])(=[O:30])[CH:27]([CH:27]([C:29]([OH:31])=[O:30])O)O, predict the reaction product. The product is: [Br:3][C:4]1[S:8][C:7]([C:9]([C:11]2[S:12][C:13]([Br:16])=[CH:14][CH:15]=2)=[CH:27][C:29]([O:31][CH2:17][CH3:23])=[O:30])=[CH:6][CH:5]=1. (4) Given the reactants [NH2:1][C:2]1[N:6]=[CH:5][NH:4][N:3]=1.[CH2:7]([N+:11]#[C-:12])[CH2:8][CH2:9][CH3:10].[Cl:13][C:14]1[CH:21]=[CH:20][CH:19]=[C:18]([F:22])[C:15]=1[CH:16]=O.[C:23](Cl)(=[O:25])[CH3:24], predict the reaction product. The product is: [CH2:7]([N:11]([C:12]1[N:3]2[NH:4][CH:5]=[N:6][C:2]2=[N:1][C:16]=1[C:15]1[C:18]([F:22])=[CH:19][CH:20]=[CH:21][C:14]=1[Cl:13])[C:23](=[O:25])[CH3:24])[CH2:8][CH2:9][CH3:10]. (5) The product is: [Cl:1][C:2]1[N:7]=[CH:6][C:5]([CH2:8][N:9]2[CH:14]=[CH:13][CH:12]=[CH:11][C:10]2=[N:15][C:16](=[N:23][OH:24])[C:17]([F:20])([F:19])[F:18])=[CH:4][CH:3]=1. Given the reactants [Cl:1][C:2]1[N:7]=[CH:6][C:5]([CH2:8][N:9]2[CH:14]=[CH:13][CH:12]=[CH:11][C:10]2=[N:15][C:16](=S)[C:17]([F:20])([F:19])[F:18])=[CH:4][CH:3]=1.Cl.[NH2:23][OH:24].C(N(CC)CC)C.Cl, predict the reaction product. (6) Given the reactants [O-:1][N+:2]1[C:7]2[CH:8]=[C:9]3[C:13](=[CH:14][C:6]=2[N:5]=[C:4]([CH2:15][CH2:16][CH2:17][OH:18])[N:3]=1)[CH2:12][CH2:11][CH2:10]3.Cl.[CH3:20][N:21]([CH3:28])[CH2:22][CH2:23][CH2:24][C:25](O)=[O:26].C1CCC(N=C=NC2CCCCC2)CC1.CCN(CC)CC, predict the reaction product. The product is: [CH3:20][N:21]([CH3:28])[CH2:22][CH2:23][CH2:24][C:25]([O:18][CH2:17][CH2:16][CH2:15][C:4]1[N:3]=[N+:2]([O-:1])[C:7]2[CH:8]=[C:9]3[C:13]([CH2:12][CH2:11][CH2:10]3)=[CH:14][C:6]=2[N:5]=1)=[O:26].